Predict which catalyst facilitates the given reaction. From a dataset of Catalyst prediction with 721,799 reactions and 888 catalyst types from USPTO. (1) Reactant: [CH:1]1([Mg]Cl)[CH2:6][CH2:5][CH2:4][CH2:3][CH2:2]1.[CH2:9]([C:11]1[CH:16]=[CH:15][CH:14]=[C:13]([CH2:17][CH3:18])[C:12]=1[C:19]1[N:24]=[CH:23][C:22]([CH:25]=[O:26])=[C:21]([O:27][CH2:28][CH3:29])[CH:20]=1)[CH3:10].[Cl-].[NH4+]. Product: [CH:1]1([CH:25]([C:22]2[CH:23]=[N:24][C:19]([C:12]3[C:13]([CH2:17][CH3:18])=[CH:14][CH:15]=[CH:16][C:11]=3[CH2:9][CH3:10])=[CH:20][C:21]=2[O:27][CH2:28][CH3:29])[OH:26])[CH2:6][CH2:5][CH2:4][CH2:3][CH2:2]1. The catalyst class is: 28. (2) Reactant: CC([CH:5]1[C:11]2[CH:12]=[CH:13][C:14]([C:16](=O)[CH2:17]/[C:18](=[N:20]/[N:21]([C:23](OC(C)(C)C)=O)C)/[CH3:19])=[CH:15][C:10]=2[CH2:9][CH2:8][N:7](C([O-])=O)[CH2:6]1)(C)C.FC(F)(F)C(O)=O. Product: [CH3:23][N:21]1[C:16]([C:14]2[CH:13]=[CH:12][C:11]3[CH2:5][CH2:6][NH:7][CH2:8][CH2:9][C:10]=3[CH:15]=2)=[CH:17][C:18]([CH3:19])=[N:20]1. The catalyst class is: 4. (3) Reactant: [C:1]([O:4][C:5]1[CH:6]=[C:7]2[C:12](=[CH:13][CH:14]=1)[N:11]=[C:10]([C:15]1[CH:20]=[CH:19][CH:18]=[C:17]([NH2:21])[CH:16]=1)[N:9]=[C:8]2[NH:22][C:23]1[CH:24]=[C:25]2[C:29](=[CH:30][CH:31]=1)[N:28]([C:32]([O:34][C:35]([CH3:38])([CH3:37])[CH3:36])=[O:33])[N:27]=[CH:26]2)(=[O:3])[CH3:2].Cl.[C:40](Cl)(=[O:47])[C:41]1[CH:46]=[CH:45][CH:44]=[N:43][CH:42]=1.CCN(C(C)C)C(C)C. Product: [C:1]([O:4][C:5]1[CH:6]=[C:7]2[C:12](=[CH:13][CH:14]=1)[N:11]=[C:10]([C:15]1[CH:20]=[CH:19][CH:18]=[C:17]([NH:21][C:40](=[O:47])[C:41]3[CH:46]=[CH:45][CH:44]=[N:43][CH:42]=3)[CH:16]=1)[N:9]=[C:8]2[NH:22][C:23]1[CH:24]=[C:25]2[C:29](=[CH:30][CH:31]=1)[N:28]([C:32]([O:34][C:35]([CH3:38])([CH3:37])[CH3:36])=[O:33])[N:27]=[CH:26]2)(=[O:3])[CH3:2]. The catalyst class is: 2. (4) Reactant: C[O:2][C:3]([C:5]1[C:13]2[N:12]=[C:11]([C:14](=[O:25])[NH:15][CH:16]3[CH2:21][CH2:20][N:19]([CH:22]([CH3:24])[CH3:23])[CH2:18][CH2:17]3)[N:10]([CH2:26][CH2:27][C:28]3[CH:33]=[CH:32][C:31]([Cl:34])=[CH:30][CH:29]=3)[C:9]=2[CH:8]=[CH:7][CH:6]=1)=[O:4].C[O:36][C:37]([C:39]1[C:47]2[N:46]([CH2:48][CH2:49][C:50]3[CH:55]=[CH:54][C:53]([Cl:56])=[CH:52][CH:51]=3)[C:45]([C:57](=[O:68])[NH:58][CH:59]3[CH2:64][CH2:63][N:62]([CH:65]([CH3:67])[CH3:66])[CH2:61][CH2:60]3)=[N:44][C:43]=2[CH:42]=[CH:41][CH:40]=1)=[O:38].[Li+].[OH-].Cl. Product: [Cl:34][C:31]1[CH:32]=[CH:33][C:28]([CH2:27][CH2:26][N:10]2[C:9]3[CH:8]=[CH:7][CH:6]=[C:5]([C:3]([OH:4])=[O:2])[C:13]=3[N:12]=[C:11]2[C:14](=[O:25])[NH:15][CH:16]2[CH2:21][CH2:20][N:19]([CH:22]([CH3:23])[CH3:24])[CH2:18][CH2:17]2)=[CH:29][CH:30]=1.[Cl:56][C:53]1[CH:54]=[CH:55][C:50]([CH2:49][CH2:48][N:46]2[C:47]3[C:39]([C:37]([OH:38])=[O:36])=[CH:40][CH:41]=[CH:42][C:43]=3[N:44]=[C:45]2[C:57](=[O:68])[NH:58][CH:59]2[CH2:64][CH2:63][N:62]([CH:65]([CH3:66])[CH3:67])[CH2:61][CH2:60]2)=[CH:51][CH:52]=1. The catalyst class is: 5. (5) Reactant: ClC1C=C(Cl)C=CC=1C(N)=O.P12(SP3(SP(SP(S3)(S1)=S)(=S)S2)=S)=S.C([O-])(O)=O.[Na+].[Cl:31][C:32]1[CH:40]=[C:39]([Cl:41])[CH:38]=[CH:37][C:33]=1[C:34]([NH2:36])=[S:35].[CH2:42]([O:44][C:45](=[O:51])[CH:46](Cl)[C:47](=O)[CH3:48])[CH3:43]. Product: [CH2:42]([O:44][C:45]([C:46]1[S:35][C:34]([C:33]2[CH:37]=[CH:38][C:39]([Cl:41])=[CH:40][C:32]=2[Cl:31])=[N:36][C:47]=1[CH3:48])=[O:51])[CH3:43]. The catalyst class is: 780. (6) Reactant: Br[C:2]1[CH:3]=[N:4][CH:5]=[C:6]([C:8]#[N:9])[CH:7]=1.[B:10]1(B2OC(C)(C)C(C)(C)O2)[O:14]C(C)(C)C(C)(C)[O:11]1.C([O-])(=O)C.[K+]. Product: [C:8]([C:6]1[CH:7]=[C:2]([B:10]([OH:14])[OH:11])[CH:3]=[N:4][CH:5]=1)#[N:9]. The catalyst class is: 75. (7) Reactant: [F:1][C:2]1[CH:3]=[C:4]([C:8]2[N:13]=[C:12]([NH2:14])[N:11]=[C:10]([NH2:15])[C:9]=2[C:16]2[CH:17]=[N:18][C:19]([O:22]C)=[CH:20][CH:21]=2)[CH:5]=[CH:6][CH:7]=1.Br.[OH-].[Na+]. Product: [NH2:14][C:12]1[N:11]=[C:10]([NH2:15])[C:9]([C:16]2[CH:21]=[CH:20][C:19](=[O:22])[NH:18][CH:17]=2)=[C:8]([C:4]2[CH:5]=[CH:6][CH:7]=[C:2]([F:1])[CH:3]=2)[N:13]=1. The catalyst class is: 15.